This data is from NCI-60 drug combinations with 297,098 pairs across 59 cell lines. The task is: Regression. Given two drug SMILES strings and cell line genomic features, predict the synergy score measuring deviation from expected non-interaction effect. (1) Drug 1: CCC(=C(C1=CC=CC=C1)C2=CC=C(C=C2)OCCN(C)C)C3=CC=CC=C3.C(C(=O)O)C(CC(=O)O)(C(=O)O)O. Drug 2: CN1C2=C(C=C(C=C2)N(CCCl)CCCl)N=C1CCCC(=O)O.Cl. Cell line: NCI-H226. Synergy scores: CSS=-1.07, Synergy_ZIP=0.973, Synergy_Bliss=0.364, Synergy_Loewe=0.607, Synergy_HSA=-0.561. (2) Drug 1: C1C(C(OC1N2C=C(C(=O)NC2=O)F)CO)O. Drug 2: C1=NC2=C(N1)C(=S)N=CN2. Cell line: SK-MEL-5. Synergy scores: CSS=5.52, Synergy_ZIP=-2.37, Synergy_Bliss=2.21, Synergy_Loewe=3.30, Synergy_HSA=3.37.